This data is from Full USPTO retrosynthesis dataset with 1.9M reactions from patents (1976-2016). The task is: Predict the reactants needed to synthesize the given product. (1) Given the product [C:1]([N:4]1[C:13]2[C:8](=[CH:9][C:10]([C:14]#[N:15])=[CH:11][CH:12]=2)[C@H:7]([NH2:16])[C@@H:6]([CH3:27])[C@@H:5]1[CH:28]1[CH2:30][CH2:29]1)(=[O:3])[CH3:2], predict the reactants needed to synthesize it. The reactants are: [C:1]([N:4]1[C:13]2[C:8](=[CH:9][C:10]([C:14]#[N:15])=[CH:11][CH:12]=2)[C@H:7]([NH:16]C(=O)OCC2C=CC=CC=2)[C@@H:6]([CH3:27])[C@@H:5]1[CH:28]1[CH2:30][CH2:29]1)(=[O:3])[CH3:2].C1COCC1. (2) Given the product [CH:24]([S:9][C:10]1[CH:18]=[CH:17][C:13]([C:14]([OH:16])=[O:15])=[CH:12][N:11]=1)([CH3:26])[CH3:25], predict the reactants needed to synthesize it. The reactants are: [C:14]([OH:16])(=[O:15])[C:13]1[CH:17]=[CH:18][C:10]([S:9][S:9][C:10]2[CH:18]=[CH:17][C:13]([C:14]([OH:16])=[O:15])=[CH:12][N:11]=2)=[N:11][CH:12]=1.[BH4-].[Na+].I[CH:24]([CH3:26])[CH3:25]. (3) The reactants are: Br[C:2]1[CH:3]=[CH:4][C:5]([O:8][CH:9]([F:11])[F:10])=[N:6][CH:7]=1.C(O[B:16]1[O:20][C:19]([CH3:22])([CH3:21])[C:18]([CH3:24])([CH3:23])[O:17]1)(C)C. Given the product [F:10][CH:9]([F:11])[O:8][C:5]1[CH:4]=[CH:3][C:2]([B:16]2[O:20][C:19]([CH3:22])([CH3:21])[C:18]([CH3:24])([CH3:23])[O:17]2)=[CH:7][N:6]=1, predict the reactants needed to synthesize it. (4) Given the product [Br:1][C:2]1[CH:3]=[C:4]([C:11]2[CH:10]=[N:9][CH:14]=[CH:13][CH:12]=2)[CH:5]=[CH:6][CH:7]=1, predict the reactants needed to synthesize it. The reactants are: [Br:1][C:2]1[CH:7]=[CH:6][CH:5]=[C:4](I)[CH:3]=1.[N:9]1[CH:14]=[CH:13][CH:12]=[C:11](B(O)O)[CH:10]=1.C([O-])([O-])=O.[K+].[K+]. (5) Given the product [Cl:8][C:6]1[N:5]=[C:4]([O:9][CH3:10])[N:3]=[C:2]([NH:29][CH2:28][CH2:27][C:24]2[CH:25]=[CH:26][C:21]([F:20])=[CH:22][CH:23]=2)[N:7]=1, predict the reactants needed to synthesize it. The reactants are: Cl[C:2]1[N:7]=[C:6]([Cl:8])[N:5]=[C:4]([O:9][CH3:10])[N:3]=1.CCN(C(C)C)C(C)C.[F:20][C:21]1[CH:26]=[CH:25][C:24]([CH2:27][CH2:28][NH2:29])=[CH:23][CH:22]=1. (6) Given the product [CH2:1]([N:8]1[CH2:13][CH2:12][N:11]([C:14]([C:16]2[CH:20]=[C:19]([CH3:21])[N:18]([C:22]3[CH:27]=[CH:26][CH:25]=[CH:24][CH:23]=3)[C:17]=2[C:28]2[CH:29]=[CH:30][CH:31]=[CH:32][CH:33]=2)=[O:15])[CH:10]([CH2:34][C:35]2[CH:40]=[CH:39][C:38]([O:41][CH2:54][C:55]([NH:47][C:45](=[O:46])[CH2:44][CH2:43][NH2:42])=[O:69])=[CH:37][CH:36]=2)[CH2:9]1)[C:2]1[CH:3]=[CH:4][CH:5]=[CH:6][CH:7]=1, predict the reactants needed to synthesize it. The reactants are: [CH2:1]([N:8]1[CH2:13][CH2:12][N:11]([C:14]([C:16]2[CH:20]=[C:19]([CH3:21])[N:18]([C:22]3[CH:27]=[CH:26][CH:25]=[CH:24][CH:23]=3)[C:17]=2[C:28]2[CH:33]=[CH:32][CH:31]=[CH:30][CH:29]=2)=[O:15])[CH:10]([CH2:34][C:35]2[CH:40]=[CH:39][C:38]([OH:41])=[CH:37][CH:36]=2)[CH2:9]1)[C:2]1[CH:7]=[CH:6][CH:5]=[CH:4][CH:3]=1.[NH2:42][CH2:43][CH2:44][C:45]([NH2:47])=[O:46].CCN=C=NC[CH2:54][CH2:55]N(C)C.Cl.C1C=CC2N([OH:69])N=NC=2C=1.C(=O)(O)[O-].[Na+]. (7) Given the product [C:15]([CH:14]([O:13][C:8]1[CH:7]=[N:6][NH:5][C:10](=[O:11])[C:9]=1[Cl:12])[C:15]1[CH:16]=[CH:17][C:18]([CH2:21][CH2:22][CH:23]([O:25][S:32]([C:29]2[CH:30]=[CH:31][C:26]([CH3:36])=[CH:27][CH:28]=2)(=[O:34])=[O:33])[CH3:24])=[CH:19][CH:20]=1)([CH3:20])([CH3:16])[CH3:14], predict the reactants needed to synthesize it. The reactants are: C([N:5]1[C:10](=[O:11])[C:9]([Cl:12])=[C:8]([O:13][CH2:14][C:15]2[CH:20]=[CH:19][C:18]([CH2:21][CH2:22][CH:23]([OH:25])[CH3:24])=[CH:17][CH:16]=2)[CH:7]=[N:6]1)(C)(C)C.[C:26]1([CH3:36])[CH:31]=[CH:30][C:29]([S:32](Cl)(=[O:34])=[O:33])=[CH:28][CH:27]=1.